From a dataset of Full USPTO retrosynthesis dataset with 1.9M reactions from patents (1976-2016). Predict the reactants needed to synthesize the given product. (1) The reactants are: [NH:1]1[CH:5]([C:6]([OH:8])=[O:7])[CH2:4][CH:3]2[CH2:9][CH2:10][CH2:11][CH:2]12.[OH-].[Na+].[C:14]([C:17]1[CH:22]=[CH:21][C:20]([S:23](Cl)(=[O:25])=[O:24])=[CH:19][CH:18]=1)(=[O:16])[CH3:15]. Given the product [C:14]([C:17]1[CH:18]=[CH:19][C:20]([S:23]([N:1]2[CH:5]([C:6]([OH:8])=[O:7])[CH2:4][CH:3]3[CH2:9][CH2:10][CH2:11][CH:2]23)(=[O:25])=[O:24])=[CH:21][CH:22]=1)(=[O:16])[CH3:15], predict the reactants needed to synthesize it. (2) Given the product [F:2][C:3]1[CH:11]=[CH:10][CH:9]=[C:8]2[C:4]=1[CH2:5][N:6]([C:12]([O:14][C@@H:15]1[CH2:19][C@@H:18]([C:20](=[O:35])[NH:21][C@:22]3([C:27]([S:29]([CH:32]4[CH2:33][CH2:34]4)(=[O:31])=[O:30])=[O:28])[CH2:24][C@H:23]3[CH:25]=[CH2:26])[N:17]([C:45](=[O:46])[C@@H:44]([NH:43][C:40]3[CH:39]=[CH:38][C:37]([F:36])=[CH:42][CH:41]=3)[CH2:48][CH2:49][CH2:50][CH2:51][CH2:52][CH:53]=[CH2:54])[CH2:16]1)=[O:13])[CH2:7]2, predict the reactants needed to synthesize it. The reactants are: Cl.[F:2][C:3]1[CH:11]=[CH:10][CH:9]=[C:8]2[C:4]=1[CH2:5][N:6]([C:12]([O:14][C@@H:15]1[CH2:19][C@@H:18]([C:20](=[O:35])[NH:21][C@:22]3([C:27]([S:29]([CH:32]4[CH2:34][CH2:33]4)(=[O:31])=[O:30])=[O:28])[CH2:24][C@H:23]3[CH:25]=[CH2:26])[NH:17][CH2:16]1)=[O:13])[CH2:7]2.[F:36][C:37]1[CH:42]=[CH:41][C:40]([NH:43][C@@H:44]([CH2:48][CH2:49][CH2:50][CH2:51][CH2:52][CH:53]=[CH2:54])[C:45](O)=[O:46])=[CH:39][CH:38]=1.CN(C(ON1N=NC2C=CC=NC1=2)=[N+](C)C)C.F[P-](F)(F)(F)(F)F.CCN(C(C)C)C(C)C.OS([O-])(=O)=O.[K+]. (3) Given the product [CH:22]1([C:20]([C:17]2[CH:18]=[CH:19][C:14]([N:11]3[CH2:12][CH2:13][N:8]([CH:29]([C:19]4[CH:14]=[CH:15][CH:16]=[CH:17][CH:18]=4)[C:30]([N:8]([CH2:13][CH3:12])[CH2:9][CH3:10])=[O:32])[CH2:9][CH2:10]3)=[C:15]([F:27])[CH:16]=2)=[O:21])[CH2:23][CH2:24][CH2:25][CH2:26]1, predict the reactants needed to synthesize it. The reactants are: C(OC([N:8]1[CH2:13][CH2:12][N:11]([C:14]2[CH:19]=[CH:18][C:17]([C:20]([CH:22]3[CH2:26][CH2:25][CH2:24][CH2:23]3)=[O:21])=[CH:16][C:15]=2[F:27])[CH2:10][CH2:9]1)=O)(C)(C)C.F[C:29](F)(F)[C:30]([OH:32])=O. (4) Given the product [C:28](/[CH:29]=[CH:30]/[C:11]1[CH:12]=[C:13]2[C:5]([C:3]([NH:2][CH3:1])=[O:4])=[C:6]([C:21]3[CH:26]=[CH:25][C:24]([F:27])=[CH:23][CH:22]=3)[O:7][C:8]2=[N:9][C:10]=1[N:15]([CH3:16])[S:17]([CH3:20])(=[O:19])=[O:18])#[N:31], predict the reactants needed to synthesize it. The reactants are: [CH3:1][NH:2][C:3]([C:5]1[C:13]2[C:8](=[N:9][C:10]([N:15]([S:17]([CH3:20])(=[O:19])=[O:18])[CH3:16])=[C:11](I)[CH:12]=2)[O:7][C:6]=1[C:21]1[CH:26]=[CH:25][C:24]([F:27])=[CH:23][CH:22]=1)=[O:4].[C:28](#[N:31])[CH:29]=[CH2:30].C(N(CC)CC)C. (5) Given the product [ClH:10].[N:46]1([C:44]2[CH:43]=[CH:42][C:41]([NH:60][S:61]([C:64]3[CH:69]=[CH:68][CH:67]=[CH:66][CH:65]=3)(=[O:63])=[O:62])=[C:40]([NH:39][S:7]([C:1]3[CH:6]=[CH:5][CH:4]=[CH:3][CH:2]=3)(=[O:9])=[O:8])[CH:45]=2)[CH2:52][CH2:51][CH2:50][NH:49][CH2:48][CH2:47]1, predict the reactants needed to synthesize it. The reactants are: [C:1]1([S:7]([Cl:10])(=[O:9])=[O:8])[CH:6]=[CH:5][CH:4]=[CH:3][CH:2]=1.NC1C=CC(N2CCCN(C(OC(C)(C)C)=O)CC2)=CC=1N.N1C=CC=CC=1.[NH2:39][C:40]1[CH:45]=[C:44]([N:46]2[CH2:52][CH2:51][CH2:50][N:49](C(OC(C)(C)C)=O)[CH2:48][CH2:47]2)[CH:43]=[CH:42][C:41]=1[NH:60][S:61]([C:64]1[CH:69]=[CH:68][CH:67]=[CH:66][CH:65]=1)(=[O:63])=[O:62].Cl.CCOCC.